This data is from Full USPTO retrosynthesis dataset with 1.9M reactions from patents (1976-2016). The task is: Predict the reactants needed to synthesize the given product. Given the product [Br-:22].[OH:9][C:8]([C:16]1[CH:21]=[CH:20][CH:19]=[CH:18][CH:17]=1)([C:10]1[CH:15]=[CH:14][CH:13]=[CH:12][CH:11]=1)[C:4]12[CH2:7][N+:1]([CH3:23])([CH2:6][CH2:5]1)[CH2:2][CH2:3]2, predict the reactants needed to synthesize it. The reactants are: [N:1]12[CH2:7][C:4]([C:8]([C:16]3[CH:21]=[CH:20][CH:19]=[CH:18][CH:17]=3)([C:10]3[CH:15]=[CH:14][CH:13]=[CH:12][CH:11]=3)[OH:9])([CH2:5][CH2:6]1)[CH2:3][CH2:2]2.[Br:22][CH3:23].